This data is from Full USPTO retrosynthesis dataset with 1.9M reactions from patents (1976-2016). The task is: Predict the reactants needed to synthesize the given product. (1) Given the product [CH3:1][C:2]1[O:6][C:5]([C:7]2[CH:8]=[CH:9][CH:10]=[CH:11][CH:12]=2)=[N:4][C:3]=1[CH2:13][O:14][C:15]1[CH:32]=[CH:31][C:18]([CH2:19][O:20][C:21]2[CH:22]=[C:23]([CH2:27][OH:28])[CH:24]=[N:25][CH:26]=2)=[CH:17][CH:16]=1, predict the reactants needed to synthesize it. The reactants are: [CH3:1][C:2]1[O:6][C:5]([C:7]2[CH:12]=[CH:11][CH:10]=[CH:9][CH:8]=2)=[N:4][C:3]=1[CH2:13][O:14][C:15]1[CH:32]=[CH:31][C:18]([CH2:19][O:20][C:21]2[CH:22]=[C:23]([C:27](OC)=[O:28])[CH:24]=[N:25][CH:26]=2)=[CH:17][CH:16]=1.[BH4-].[Na+].O1CCCC1.CO. (2) Given the product [CH:38]1([C:36]([NH:35][C:33]2[N:34]=[C:29]3[CH:28]=[CH:27][C:26]([O:25][C:24]4[CH:41]=[CH:42][C:43]([CH3:44])=[C:22]([NH:21][C:7]([C:5]5[N:6]=[C:2]([CH3:1])[O:3][CH:4]=5)=[O:9])[CH:23]=4)=[N:31][N:30]3[CH:32]=2)=[O:37])[CH2:39][CH2:40]1, predict the reactants needed to synthesize it. The reactants are: [CH3:1][C:2]1[O:3][CH:4]=[C:5]([C:7]([OH:9])=O)[N:6]=1.O1CCCC1.C(Cl)(=O)C(Cl)=O.[NH2:21][C:22]1[CH:23]=[C:24]([CH:41]=[CH:42][C:43]=1[CH3:44])[O:25][C:26]1[CH:27]=[CH:28][C:29]2[N:30]([CH:32]=[C:33]([NH:35][C:36]([CH:38]3[CH2:40][CH2:39]3)=[O:37])[N:34]=2)[N:31]=1. (3) Given the product [CH3:7][O:8][CH2:9][CH2:10][O:11][C:12]1[CH:13]=[C:14]([C:22]2[C:23]([CH2:34][OH:35])=[N:24][N:25]([CH:28]3[CH2:33][CH2:32][CH2:31][CH2:30][O:29]3)[C:26]=2[CH3:27])[CH:15]=[C:16]([C:18]([F:21])([F:20])[F:19])[CH:17]=1, predict the reactants needed to synthesize it. The reactants are: [H-].[H-].[H-].[H-].[Li+].[Al+3].[CH3:7][O:8][CH2:9][CH2:10][O:11][C:12]1[CH:13]=[C:14]([C:22]2[C:23]([C:34](OCC)=[O:35])=[N:24][N:25]([CH:28]3[CH2:33][CH2:32][CH2:31][CH2:30][O:29]3)[C:26]=2[CH3:27])[CH:15]=[C:16]([C:18]([F:21])([F:20])[F:19])[CH:17]=1. (4) Given the product [CH3:1][O:2][C:3](=[O:28])[CH2:4][CH2:5][C:6]1[CH:11]=[CH:10][C:9]([O:12][C:13]2[CH:18]=[CH:17][CH:16]=[C:15]([OH:19])[CH:14]=2)=[CH:8][C:7]=1[CH3:27], predict the reactants needed to synthesize it. The reactants are: [CH3:1][O:2][C:3](=[O:28])[CH2:4][CH2:5][C:6]1[CH:11]=[CH:10][C:9]([O:12][C:13]2[CH:18]=[CH:17][CH:16]=[C:15]([O:19]CC3C=CC=CC=3)[CH:14]=2)=[CH:8][C:7]=1[CH3:27]. (5) Given the product [CH2:1]([O:3][C:4]1[CH:11]=[CH:10][C:7]([CH2:8][NH:15][CH3:14])=[C:6]([O:12][CH3:13])[CH:5]=1)[CH3:2], predict the reactants needed to synthesize it. The reactants are: [CH2:1]([O:3][C:4]1[CH:11]=[CH:10][C:7]([CH:8]=O)=[C:6]([O:12][CH3:13])[CH:5]=1)[CH3:2].[CH3:14][NH2:15].[Na].C(O)(=O)C.